Task: Predict the product of the given reaction.. Dataset: Forward reaction prediction with 1.9M reactions from USPTO patents (1976-2016) Given the reactants O=C1C2C(=CC=CC=2)C(=O)[N:3]1[CH2:12][C:13]1[CH:40]=[CH:39][CH:38]=[CH:37][C:14]=1[CH2:15][O:16][C:17]1[CH:22]=[C:21]([CH3:23])[N:20]([CH2:24][C:25]2[CH:26]=[CH:27][C:28]([O:33][CH3:34])=[C:29]([CH:32]=2)[C:30]#[N:31])[C:19](=[O:35])[C:18]=1[CH3:36].O.NN.C(#N)C.O, predict the reaction product. The product is: [NH2:3][CH2:12][C:13]1[CH:40]=[CH:39][CH:38]=[CH:37][C:14]=1[CH2:15][O:16][C:17]1[CH:22]=[C:21]([CH3:23])[N:20]([CH2:24][C:25]2[CH:26]=[CH:27][C:28]([O:33][CH3:34])=[C:29]([CH:32]=2)[C:30]#[N:31])[C:19](=[O:35])[C:18]=1[CH3:36].